From a dataset of Forward reaction prediction with 1.9M reactions from USPTO patents (1976-2016). Predict the product of the given reaction. Given the reactants [Cl:1][C:2]1[CH:7]=[CH:6][C:5]([S:8]([N:11]2[CH:16]3[CH2:17][CH2:18][CH2:19][CH:12]2[C:13](=[CH:21]O)[C:14](=O)[CH2:15]3)(=[O:10])=[O:9])=[CH:4][CH:3]=1.S(O)(O)(=O)=O.[NH2:28][C:29]1[NH:30][CH:31]=[CH:32][N:33]=1, predict the reaction product. The product is: [Cl:1][C:2]1[CH:7]=[CH:6][C:5]([S:8]([N:11]2[CH:16]3[CH2:17][CH2:18][CH2:19][CH:12]2[C:13]2[CH:21]=[N:28][C:29]4[N:33]([C:14]=2[CH2:15]3)[CH:32]=[CH:31][N:30]=4)(=[O:10])=[O:9])=[CH:4][CH:3]=1.